Predict which catalyst facilitates the given reaction. From a dataset of Catalyst prediction with 721,799 reactions and 888 catalyst types from USPTO. (1) Reactant: Cl[C:2]1[CH:23]=[CH:22][C:5]2[N:6]3[C:17]4[CH:18]=[CH:19][CH:20]=[CH:21][C:16]=4[N:15]=[C:7]3[C:8]3[CH:9]=[CH:10][C:11]([CH3:14])=[N:12][C:13]=3[C:4]=2[CH:3]=1.[CH:24]([C:27]1[CH:32]=[C:31]([CH:33]([CH3:35])[CH3:34])[CH:30]=[C:29]([CH:36]([CH3:38])[CH3:37])[C:28]=1B(O)O)([CH3:26])[CH3:25].O.P([O-])([O-])([O-])=O.[K+].[K+].[K+].CC(C1C=C(C(C)C)C(C2C=CC=CC=2P(C2CCCCC2)C2CCCCC2)=C(C(C)C)C=1)C. Product: [CH3:14][C:11]1[CH:10]=[CH:9][C:8]2[C:7]3=[N:15][C:16]4[CH:21]=[CH:20][CH:19]=[CH:18][C:17]=4[N:6]3[C:5]3[CH:22]=[CH:23][C:2]([C:32]4[C:27]([CH:24]([CH3:25])[CH3:26])=[CH:28][C:29]([CH:36]([CH3:38])[CH3:37])=[CH:30][C:31]=4[CH:33]([CH3:35])[CH3:34])=[CH:3][C:4]=3[C:13]=2[N:12]=1. The catalyst class is: 110. (2) The catalyst class is: 14. Product: [OH:2]/[N:1]=[C:3](\[NH2:4])/[C:5]1[CH:10]=[CH:9][C:8]([CH:11]2[CH2:12][CH2:13][N:14]([C:17](=[O:18])[C:19]3[CH:20]=[CH:21][C:22]([CH3:30])=[C:23]([NH:25][S:26]([CH3:29])(=[O:28])=[O:27])[CH:24]=3)[CH2:15][CH2:16]2)=[CH:7][CH:6]=1. Reactant: [NH2:1][OH:2].[C:3]([C:5]1[CH:10]=[CH:9][C:8]([CH:11]2[CH2:16][CH2:15][N:14]([C:17]([C:19]3[CH:20]=[CH:21][C:22]([CH3:30])=[C:23]([NH:25][S:26]([CH3:29])(=[O:28])=[O:27])[CH:24]=3)=[O:18])[CH2:13][CH2:12]2)=[CH:7][CH:6]=1)#[N:4]. (3) Reactant: [NH2:1][CH2:2][CH:3]([C:5]1[CH:10]=[CH:9][CH:8]=[CH:7][CH:6]=1)[OH:4].N1C=CN=C1.C1N=CN([C:21](N2C=NC=C2)=[O:22])C=1. Product: [C:5]1([CH:3]2[O:4][C:21](=[O:22])[NH:1][CH2:2]2)[CH:10]=[CH:9][CH:8]=[CH:7][CH:6]=1. The catalyst class is: 2.